The task is: Regression. Given a peptide amino acid sequence and an MHC pseudo amino acid sequence, predict their binding affinity value. This is MHC class I binding data.. This data is from Peptide-MHC class I binding affinity with 185,985 pairs from IEDB/IMGT. The peptide sequence is TVFYGVPAW. The MHC is Mamu-A2201 with pseudo-sequence Mamu-A2201. The binding affinity (normalized) is 0.